Dataset: Reaction yield outcomes from USPTO patents with 853,638 reactions. Task: Predict the reaction yield, written as a fraction of the theoretical maximum amount of product (1.0 means a 100% yield; for example, 0.34 means a 34% yield). (1) The reactants are [F:1][C:2]1[CH:10]=[C:9]2[C:5]([C:6]([C:12]3[N:13]=[C:14]4[C:20]([C:21]([NH:23][C@@H:24]([C:26]5[O:27][CH:28]=[C:29]([CH2:31]OS(C)(=O)=O)[N:30]=5)[CH3:25])=[O:22])=[CH:19][N:18]([CH2:37][O:38][CH2:39][CH2:40][Si:41]([CH3:44])([CH3:43])[CH3:42])[C:15]4=[N:16][CH:17]=3)=[N:7][N:8]2[CH3:11])=[CH:4][CH:3]=1.[C-:45]#[N:46].[Na+]. The catalyst is CN(C=O)C. The product is [C:45]([CH2:31][C:29]1[N:30]=[C:26]([C@H:24]([NH:23][C:21]([C:20]2[C:14]3[C:15](=[N:16][CH:17]=[C:12]([C:6]4[C:5]5[C:9](=[CH:10][C:2]([F:1])=[CH:3][CH:4]=5)[N:8]([CH3:11])[N:7]=4)[N:13]=3)[N:18]([CH2:37][O:38][CH2:39][CH2:40][Si:41]([CH3:42])([CH3:44])[CH3:43])[CH:19]=2)=[O:22])[CH3:25])[O:27][CH:28]=1)#[N:46]. The yield is 0.360. (2) The catalyst is [Pd].CO. The reactants are [C:1]([O:5][C:6]([NH:8][C@H:9]1[CH2:14][C@@H:13]([F:15])[CH2:12][N:11]([C:16](OCC2C=CC=CC=2)=O)[CH2:10]1)=[O:7])([CH3:4])([CH3:3])[CH3:2].CCN(C(C)C)C(C)C.ClC1[CH:41]=[CH:40][N:39]=[CH:38][C:37]=1[N+:42]([O-:44])=[O:43]. The product is [F:15][C@H:13]1[CH2:12][N:11]([C:16]2[CH:41]=[CH:40][N:39]=[CH:38][C:37]=2[N+:42]([O-:44])=[O:43])[CH2:10][C@@H:9]([NH:8][C:6](=[O:7])[O:5][C:1]([CH3:2])([CH3:3])[CH3:4])[CH2:14]1. The yield is 0.900. (3) The reactants are [F:1][C:2]([F:13])([F:12])[O:3][C:4]1[CH:11]=[CH:10][C:7]([CH:8]=O)=[CH:6][CH:5]=1.[CH3:14][C@H:15]1[CH2:20][NH:19][CH2:18][C@@H:17]([CH3:21])[NH:16]1.C(O[BH-](OC(=O)C)OC(=O)C)(=O)C.[Na+]. The catalyst is C(Cl)Cl. The product is [CH3:14][C@H:15]1[NH:16][C@@H:17]([CH3:21])[CH2:18][N:19]([CH2:8][C:7]2[CH:10]=[CH:11][C:4]([O:3][C:2]([F:13])([F:12])[F:1])=[CH:5][CH:6]=2)[CH2:20]1. The yield is 0.800. (4) The reactants are Br.[NH2:2][C:3]1[C:11]([OH:12])=[CH:10][CH:9]=[CH:8][C:4]=1[C:5]([OH:7])=[O:6].C(N(CC)CC)C.[C:20]1([CH2:26][C:27](Cl)=O)[CH:25]=[CH:24][CH:23]=[CH:22][CH:21]=1.O.C1(C)C=CC(S(O)(=O)=O)=CC=1. The catalyst is ClCCl.O. The product is [CH2:26]([C:27]1[O:12][C:11]2[C:3](=[C:4]([C:5]([OH:7])=[O:6])[CH:8]=[CH:9][CH:10]=2)[N:2]=1)[C:20]1[CH:25]=[CH:24][CH:23]=[CH:22][CH:21]=1. The yield is 0.510. (5) The reactants are [CH2:1]([CH:8]([CH2:15][C:16]1[CH:21]=[CH:20][CH:19]=[CH:18][CH:17]=1)[CH2:9][C:10]([O:12]CC)=[O:11])[C:2]1[CH:7]=[CH:6][CH:5]=[CH:4][CH:3]=1.[OH-].[K+].Cl. The catalyst is C(O)C.O. The product is [CH2:15]([CH:8]([CH2:1][C:2]1[CH:7]=[CH:6][CH:5]=[CH:4][CH:3]=1)[CH2:9][C:10]([OH:12])=[O:11])[C:16]1[CH:17]=[CH:18][CH:19]=[CH:20][CH:21]=1. The yield is 0.750. (6) The reactants are [NH:1]1[CH2:9][CH2:8][CH:4]([C:5]([OH:7])=[O:6])[CH2:3][CH2:2]1.[C:10](O[C:10]([O:12][C:13]([CH3:16])([CH3:15])[CH3:14])=[O:11])([O:12][C:13]([CH3:16])([CH3:15])[CH3:14])=[O:11].Cl. The catalyst is O1CCCC1.[OH-].[Na+]. The product is [C:13]([O:12][C:10]([N:1]1[CH2:9][CH2:8][CH:4]([C:5]([OH:7])=[O:6])[CH2:3][CH2:2]1)=[O:11])([CH3:16])([CH3:15])[CH3:14]. The yield is 0.940. (7) The reactants are C([NH:8][C@H:9]1[CH2:14][CH2:13][N:12]([C:15]([O:17][C:18]([CH3:21])([CH3:20])[CH3:19])=[O:16])[CH2:11][C@H:10]1[F:22])C1C=CC=CC=1.Cl. The catalyst is CCO.[Pd]. The product is [NH2:8][C@@H:9]1[CH2:14][CH2:13][N:12]([C:15]([O:17][C:18]([CH3:20])([CH3:19])[CH3:21])=[O:16])[CH2:11][C@@H:10]1[F:22]. The yield is 0.530. (8) The reactants are Cl[C:2]1[N:10]=[C:9]2[C:5]([N:6]=[CH:7][N:8]2[CH2:11][O:12][CH2:13][CH2:14][Si:15]([CH3:18])([CH3:17])[CH3:16])=[C:4]([O:19][C:20]2[CH:21]=[C:22]([NH:26][C:27](=[O:30])[CH:28]=[CH2:29])[CH:23]=[CH:24][CH:25]=2)[N:3]=1.[CH3:31][N:32]1[CH2:36][CH2:35][CH:34]([N:37]2[CH:41]=[C:40]([NH2:42])[CH:39]=[N:38]2)[CH2:33]1.CC1(C)C2C(=C(P(C3C=CC=CC=3)C3C=CC=CC=3)C=CC=2)OC2C(P(C3C=CC=CC=3)C3C=CC=CC=3)=CC=CC1=2.C(=O)([O-])[O-].[Cs+].[Cs+]. The catalyst is O1CCOCC1.C1C=CC(/C=C/C(/C=C/C2C=CC=CC=2)=O)=CC=1.C1C=CC(/C=C/C(/C=C/C2C=CC=CC=2)=O)=CC=1.C1C=CC(/C=C/C(/C=C/C2C=CC=CC=2)=O)=CC=1.[Pd].[Pd]. The product is [CH3:31][N:32]1[CH2:36][CH2:35][CH:34]([N:37]2[CH:41]=[C:40]([NH:42][C:2]3[N:10]=[C:9]4[C:5]([N:6]=[CH:7][N:8]4[CH2:11][O:12][CH2:13][CH2:14][Si:15]([CH3:18])([CH3:17])[CH3:16])=[C:4]([O:19][C:20]4[CH:21]=[C:22]([NH:26][C:27](=[O:30])[CH:28]=[CH2:29])[CH:23]=[CH:24][CH:25]=4)[N:3]=3)[CH:39]=[N:38]2)[CH2:33]1. The yield is 1.00.